This data is from Forward reaction prediction with 1.9M reactions from USPTO patents (1976-2016). The task is: Predict the product of the given reaction. (1) The product is: [OH:1][C:2]1[C:3]([C:19]([NH:25][CH2:26][C:27]([O:29][CH2:30][CH3:31])=[O:28])=[O:20])=[C:4]2[C:9](=[CH:10][CH:11]=1)[NH:8][C:7](=[O:12])[C:6]([C:13]1[CH:14]=[CH:15][CH:16]=[CH:17][CH:18]=1)=[N:5]2. Given the reactants [OH:1][C:2]1[CH:11]=[CH:10][C:9]2[NH:8][C:7](=[O:12])[C:6]([C:13]3[CH:18]=[CH:17][CH:16]=[CH:15][CH:14]=3)=[N:5][C:4]=2[C:3]=1[C:19](O)=[O:20].Cl.C([NH:25][CH2:26][C:27]([OH:29])=[O:28])C.[CH2:30](N(CC)CC)[CH3:31].C1CN([P+](ON2N=NC3C=CC=CC2=3)(N2CCCC2)N2CCCC2)CC1.F[P-](F)(F)(F)(F)F, predict the reaction product. (2) Given the reactants [C:1]1([P:7]([C:17]2[CH:22]=[CH:21][CH:20]=[CH:19][CH:18]=2)[C:8]2[CH:16]=[CH:15][CH:14]=[CH:13][C:9]=2[C:10](O)=[O:11])[CH:6]=[CH:5][CH:4]=[CH:3][CH:2]=1.[CH2:23]([SH:25])[CH3:24].CC(C)N=C=NC(C)C, predict the reaction product. The product is: [C:17]1([P:7]([C:1]2[CH:6]=[CH:5][CH:4]=[CH:3][CH:2]=2)[C:8]2[CH:16]=[CH:15][CH:14]=[CH:13][C:9]=2[C:10]([S:25][CH2:23][CH3:24])=[O:11])[CH:22]=[CH:21][CH:20]=[CH:19][CH:18]=1. (3) Given the reactants C([C@@:8]12[CH2:18][CH2:17][C@@:16]([CH2:20][CH3:21])([OH:19])[CH2:15][C@@H:14]1CCC[C:10]1[CH:22]=[C:23]([C:26]([OH:28])=O)[CH:24]=[CH:25][C:9]2=1)C1C=CC=CC=1.CCN(C(C)C)[CH:32]([CH3:34])[CH3:33].CN(C(ON1N=N[C:48]2[CH:49]=[CH:50][CH:51]=[CH:52][C:47]1=2)=[N+](C)C)C.F[P-](F)(F)(F)(F)F.[C:62]1([NH2:69])[CH:67]=[CH:66][C:65]([NH2:68])=[CH:64][CH:63]=1.[CH3:70]N(C=O)C, predict the reaction product. The product is: [CH3:63][C:64]1[C:65]([NH:68][C:26]([C:23]2[CH:24]=[CH:25][C:9]3[C@:8]4([CH2:70][C:47]5[CH:48]=[CH:49][CH:50]=[CH:51][CH:52]=5)[CH2:18][CH2:17][C@@:16]([CH2:20][CH3:21])([OH:19])[CH2:15][C@@H:14]4[CH2:34][CH2:32][CH2:33][C:10]=3[CH:22]=2)=[O:28])=[CH:66][CH:67]=[CH:62][N:69]=1. (4) Given the reactants C(OC(=O)[NH:7][C:8]1[C:17]([Cl:18])=[CH:16][CH:15]=[C:14]2[C:9]=1[CH:10]=[CH:11][C:12]([N:19]1[CH2:24][CH2:23][O:22][CH2:21][CH2:20]1)=[N:13]2)(C)(C)C.FC(F)(F)C(O)=O, predict the reaction product. The product is: [Cl:18][C:17]1[C:8]([NH2:7])=[C:9]2[C:14](=[CH:15][CH:16]=1)[N:13]=[C:12]([N:19]1[CH2:20][CH2:21][O:22][CH2:23][CH2:24]1)[CH:11]=[CH:10]2. (5) Given the reactants [CH:1]1([CH2:4][O:5][C:6]2[CH:7]=[C:8]([C:14]3[O:15][CH:16]=[C:17]([CH2:19][CH2:20][C:21]([C:23]4[CH:28]=[CH:27][CH:26]=[CH:25][C:24]=4[O:29][CH2:30][CH3:31])=O)[N:18]=3)[CH:9]=[CH:10][C:11]=2[O:12][CH3:13])[CH2:3][CH2:2]1.O.NN.C(O)COCCO.[OH-].[K+], predict the reaction product. The product is: [CH:1]1([CH2:4][O:5][C:6]2[CH:7]=[C:8]([C:14]3[O:15][CH:16]=[C:17]([CH2:19][CH2:20][CH2:21][C:23]4[CH:28]=[CH:27][CH:26]=[CH:25][C:24]=4[O:29][CH2:30][CH3:31])[N:18]=3)[CH:9]=[CH:10][C:11]=2[O:12][CH3:13])[CH2:2][CH2:3]1.